From a dataset of Full USPTO retrosynthesis dataset with 1.9M reactions from patents (1976-2016). Predict the reactants needed to synthesize the given product. (1) Given the product [C:43]([OH:48])(=[O:47])[C:44]([OH:46])=[O:45].[CH3:40][O:39][C:36]1[CH:37]=[CH:38][C:33]([CH:24]([C:25]2[CH:30]=[CH:29][C:28]([O:31][CH3:32])=[CH:27][CH:26]=2)[CH2:23][C@H:21]([NH:9][CH2:10][C@H:11]([OH:20])[CH2:12][O:13][C:14]2[CH:19]=[CH:18][CH:17]=[CH:16][CH:15]=2)[CH3:22])=[CH:34][CH:35]=1, predict the reactants needed to synthesize it. The reactants are: Cl.C([N:9]([C@@H:21]([CH2:23][CH:24]([C:33]1[CH:38]=[CH:37][C:36]([O:39][CH3:40])=[CH:35][CH:34]=1)[C:25]1[CH:30]=[CH:29][C:28]([O:31][CH3:32])=[CH:27][CH:26]=1)[CH3:22])[CH2:10][C@H:11]([OH:20])[CH2:12][O:13][C:14]1[CH:19]=[CH:18][CH:17]=[CH:16][CH:15]=1)C1C=CC=CC=1.[H][H].[C:43]([O-:48])(=[O:47])[C:44]([O-:46])=[O:45]. (2) Given the product [Cl:1][C:2]1[CH:7]=[CH:6][C:5]([CH2:8][C:9]2[C:11]3[C:12](=[C:13]([I:17])[CH:14]=[CH:15][CH:16]=3)[NH:21][N:20]=2)=[C:4]([F:19])[CH:3]=1, predict the reactants needed to synthesize it. The reactants are: [Cl:1][C:2]1[CH:7]=[CH:6][C:5]([CH2:8][C:9]([C:11]2[CH:16]=[CH:15][CH:14]=[C:13]([I:17])[C:12]=2F)=O)=[C:4]([F:19])[CH:3]=1.[NH2:20][NH2:21].